From a dataset of Full USPTO retrosynthesis dataset with 1.9M reactions from patents (1976-2016). Predict the reactants needed to synthesize the given product. Given the product [CH2:39]([O:42][C:26]([NH:18][C:15]1[CH:16]=[CH:17][C:12]2[N:3]([C:4]([O:11][CH2:48][C:49]3[CH:54]=[CH:53][CH:52]=[CH:51][CH:50]=3)=[O:34])[CH:31]([CH3:32])[CH2:30][O:29][C:13]=2[CH:14]=1)=[O:27])[C:12]1[CH:17]=[CH:16][CH:15]=[CH:14][CH:13]=1, predict the reactants needed to synthesize it. The reactants are: O=C1C2C(=CC=CC=2)[C:4](=[O:11])[N:3]1[C:12]1[CH:17]=[CH:16][C:15]([N:18]2[C:26](=[O:27])C3C(=CC=CC=3)C2=O)=[CH:14][C:13]=1[O:29][CH2:30][C:31](=O)[CH3:32].[OH2:34].NN.[BH4-].[Na+].[C:39]([O-:42])(O)=O.[Na+].ClC(O[CH2:48][C:49]1[CH:54]=[CH:53][CH:52]=[CH:51][CH:50]=1)=O.